From a dataset of Forward reaction prediction with 1.9M reactions from USPTO patents (1976-2016). Predict the product of the given reaction. (1) Given the reactants [CH2:1]1[C@H:6](N)[C@@H:5](O[C@H]2O[C@H](CN)[C@@H](O)[C@H](O)[C@H]2O)[C@H:4](O)[C@@H:3](O[C@H]2O[C@H](CO)[C@@H](O)[C@H](N)[C@H]2O)[C@@H:2]1N.CC(S[C@@H]1[O:43][C@H:42](CO)[C@H:41]([OH:46])[C@H:42]([OH:43])[C@H:41]1[OH:46])C.[CH3:57][CH2:58][CH2:59][CH2:60][CH2:61][CH2:62][CH2:63][CH2:64][CH2:57][CH2:58][CH2:59][CH2:60][CH2:61][CH2:62][CH2:63][CH3:64].C=CC1C=CC=CC=1, predict the reaction product. The product is: [C:6]1([C@H:41]([OH:46])[CH2:42][OH:43])[CH:5]=[CH:4][CH:3]=[CH:2][CH:1]=1.[CH2:64]=[CH:63][C:62]1[CH:57]=[CH:58][CH:59]=[CH:60][CH:61]=1. (2) Given the reactants Br[C:2]1[CH:7]=[CH:6][N:5]=[CH:4][C:3]=1[N:8]([CH3:25])[C:9](=[O:24])[C:10]1[CH:15]=[C:14]([C:16]([F:19])([F:18])[F:17])[CH:13]=[C:12]([C:20]([F:23])([F:22])[F:21])[CH:11]=1.[Cl:26][C:27]1[C:32]([F:33])=[CH:31][CH:30]=[CH:29][C:28]=1B(O)O, predict the reaction product. The product is: [Cl:26][C:27]1[C:32]([F:33])=[CH:31][CH:30]=[CH:29][C:28]=1[C:2]1[CH:7]=[CH:6][N:5]=[CH:4][C:3]=1[N:8]([CH3:25])[C:9](=[O:24])[C:10]1[CH:15]=[C:14]([C:16]([F:19])([F:18])[F:17])[CH:13]=[C:12]([C:20]([F:23])([F:22])[F:21])[CH:11]=1. (3) Given the reactants [CH:1]1([CH:7]2[CH2:11][CH2:10][N:9]([CH2:12][C:13]3[C:18]([Cl:19])=[CH:17][C:16]([OH:20])=[CH:15][C:14]=3[Cl:21])[C:8]2=[O:22])[CH2:6][CH2:5][CH2:4][CH2:3][CH2:2]1.N1C=CC=CC=1.[F:29][C:30]([F:43])([F:42])[S:31](O[S:31]([C:30]([F:43])([F:42])[F:29])(=[O:33])=[O:32])(=[O:33])=[O:32], predict the reaction product. The product is: [Cl:21][C:14]1[CH:15]=[C:16]([O:20][S:31]([C:30]([F:43])([F:42])[F:29])(=[O:33])=[O:32])[CH:17]=[C:18]([Cl:19])[C:13]=1[CH2:12][N:9]1[CH2:10][CH2:11][CH:7]([CH:1]2[CH2:2][CH2:3][CH2:4][CH2:5][CH2:6]2)[C:8]1=[O:22]. (4) Given the reactants CN(C)CCN.[CH3:7][O:8][CH2:9][CH2:10][O:11][N:12]1[C:16](=O)[C:15]2=[CH:18][CH:19]=[CH:20][CH:21]=[C:14]2C1=O.C(O)(=O)C.C([C:35]1[CH:40]=[C:39]([Cl:41])[CH:38]=[CH:37][C:36]=1[NH:42][S:43]([C:46]([F:49])([F:48])[F:47])(=[O:45])=[O:44])(=O)C1C=CC=CC=1, predict the reaction product. The product is: [Cl:41][C:39]1[CH:40]=[CH:35][C:36]([N:42]([C:16](=[N:12][O:11][CH2:10][CH2:9][O:8][CH3:7])[C:15]2[CH:14]=[CH:21][CH:20]=[CH:19][CH:18]=2)[S:43]([C:46]([F:49])([F:47])[F:48])(=[O:45])=[O:44])=[CH:37][CH:38]=1. (5) The product is: [CH:1]1([CH2:6][C@H:7]([NH:29][C:30]([C:32]2[O:33][C:34]([C:38]3[CH:43]=[CH:42][CH:41]=[CH:40][CH:39]=3)=[CH:35][CH:36]=2)=[O:31])[C:8](=[O:28])[NH:9][C@H:10]2[CH2:16][CH2:15][C@@H:14]([CH3:17])[N:13]([S:18]([C:21]3[CH:26]=[CH:25][CH:24]=[CH:23][N:22]=3)(=[O:20])=[O:19])[CH2:12][C:11]2=[O:27])[CH2:5][CH2:4][CH2:3][CH2:2]1. Given the reactants [CH:1]1([CH2:6][C@H:7]([NH:29][C:30]([C:32]2[O:33][C:34](Br)=[CH:35][CH:36]=2)=[O:31])[C:8](=[O:28])[NH:9][C@H:10]2[CH2:16][CH2:15][C@@H:14]([CH3:17])[N:13]([S:18]([C:21]3[CH:26]=[CH:25][CH:24]=[CH:23][N:22]=3)(=[O:20])=[O:19])[CH2:12][C:11]2=[O:27])[CH2:5][CH2:4][CH2:3][CH2:2]1.[C:38]1(B(O)O)[CH:43]=[CH:42][CH:41]=[CH:40][CH:39]=1.CC(OI1(OC(C)=O)(OC(C)=O)OC(=O)C2C=CC=CC1=2)=O, predict the reaction product.